From a dataset of Full USPTO retrosynthesis dataset with 1.9M reactions from patents (1976-2016). Predict the reactants needed to synthesize the given product. (1) Given the product [Br:1][C:2]1[CH:11]=[C:10]2[C:5]([CH2:6][CH2:7][C:8]3([CH2:20][CH2:19]3)[C:9]2=[O:12])=[CH:4][CH:3]=1, predict the reactants needed to synthesize it. The reactants are: [Br:1][C:2]1[CH:11]=[C:10]2[C:5]([CH2:6][CH2:7][CH2:8][C:9]2=[O:12])=[CH:4][CH:3]=1.[I-].[Na+].[H-].[Na+].[I-].Cl[CH2:19][CH2:20][S+](C)C. (2) Given the product [CH3:46][O:45][CH2:44][CH2:43][O:42][CH2:41][C:27]1([CH2:26][NH2:23])[C:40]2[CH:39]=[CH:38][CH:37]=[CH:36][C:35]=2[O:34][C:33]2[C:28]1=[CH:29][CH:30]=[CH:31][CH:32]=2, predict the reactants needed to synthesize it. The reactants are: C(C1(CN)C2C=CC=CC=2OC2C1=CC=CC=2)CCCCC.[N:23]([CH2:26][C:27]1([CH2:41][O:42][CH2:43][CH2:44][O:45][CH3:46])[C:40]2[CH:39]=[CH:38][CH:37]=[CH:36][C:35]=2[O:34][C:33]2[C:28]1=[CH:29][CH:30]=[CH:31][CH:32]=2)=[N+]=[N-]. (3) Given the product [Br:1][C:2]1[CH:3]=[CH:4][C:5]2[N:6]([C:8]([C:11]([F:25])([F:24])[C:12]3[CH:13]=[CH:14][C:15]4[N:16]([CH:18]=[C:19]([C:21]([N:35]=[N+:36]=[N-:37])=[O:22])[N:20]=4)[N:17]=3)=[N:9][N:10]=2)[CH:7]=1, predict the reactants needed to synthesize it. The reactants are: [Br:1][C:2]1[CH:3]=[CH:4][C:5]2[N:6]([C:8]([C:11]([F:25])([F:24])[C:12]3[CH:13]=[CH:14][C:15]4[N:16]([CH:18]=[C:19]([C:21](O)=[O:22])[N:20]=4)[N:17]=3)=[N:9][N:10]=2)[CH:7]=1.C(N(C(C)C)C(C)C)C.[N-:35]=[N+:36]=[N-:37].[Na+].C1CN([P+](ON2N=NC3C=CC=CC2=3)(N2CCCC2)N2CCCC2)CC1.F[P-](F)(F)(F)(F)F.C(O)(=O)CC(CC(O)=O)(C(O)=O)O. (4) Given the product [Cl:28][C:29]1[CH:34]=[CH:33][C:32]([S:35]([NH:19][CH2:18][CH2:17][N:8]2[C:9]3[CH:16]=[CH:15][CH:14]=[CH:13][C:10]=3[CH2:11][CH2:12][C:6]3[CH:5]=[CH:4][C:3]([Cl:2])=[CH:20][C:7]2=3)(=[O:37])=[O:36])=[CH:31][CH:30]=1, predict the reactants needed to synthesize it. The reactants are: Cl.[Cl:2][C:3]1[CH:4]=[CH:5][C:6]2[CH2:12][CH2:11][C:10]3[CH:13]=[CH:14][CH:15]=[CH:16][C:9]=3[N:8]([CH2:17][CH2:18][NH2:19])[C:7]=2[CH:20]=1.C(N(CC)CC)C.[Cl:28][C:29]1[CH:34]=[CH:33][C:32]([S:35](Cl)(=[O:37])=[O:36])=[CH:31][CH:30]=1. (5) Given the product [Cl:1][C:2]1[CH:3]=[C:4]([CH2:14][C:15]2[O:19][C:18]([C:20]([Cl:26])=[O:22])=[CH:17][CH:16]=2)[C:5]2[O:9][C:8]([CH:10]([CH3:12])[CH3:11])=[CH:7][C:6]=2[CH:13]=1, predict the reactants needed to synthesize it. The reactants are: [Cl:1][C:2]1[CH:3]=[C:4]([CH2:14][C:15]2[O:19][C:18]([C:20]([OH:22])=O)=[CH:17][CH:16]=2)[C:5]2[O:9][C:8]([CH:10]([CH3:12])[CH3:11])=[CH:7][C:6]=2[CH:13]=1.C(Cl)(=O)C([Cl:26])=O. (6) Given the product [NH2:2][C:1]1[O:28][C:9]2[C:8]([C:4]([CH3:6])([CH3:5])[CH3:7])=[CH:13][C:12]([C:14]([CH3:16])([CH3:15])[CH3:17])=[CH:11][C:10]=2[C:18]=1[C:19]1[CH:20]=[CH:21][CH:22]=[CH:23][CH:24]=1, predict the reactants needed to synthesize it. The reactants are: [C-:1]#[N:2].[Na+].[C:4]([C:8]1[CH:13]=[C:12]([C:14]([CH3:17])([CH3:16])[CH3:15])[CH:11]=[C:10]([CH:18](N(C)C)[C:19]2[CH:24]=[CH:23][CH:22]=[CH:21][CH:20]=2)[C:9]=1[OH:28])([CH3:7])([CH3:6])[CH3:5].C(OC)(C)(C)C. (7) Given the product [CH2:24]([N:26]([CH3:27])[C:21]([C:11]1[CH:10]=[C:9]([C:6]2[CH:5]=[CH:4][C:3]([C:1]#[N:2])=[CH:8][N:7]=2)[N:13]([C:14]2[CH:15]=[N:16][C:17]([CH3:20])=[CH:18][CH:19]=2)[N:12]=1)=[O:22])[CH3:25], predict the reactants needed to synthesize it. The reactants are: [C:1]([C:3]1[CH:4]=[CH:5][C:6]([C:9]2[N:13]([C:14]3[CH:15]=[N:16][C:17]([CH3:20])=[CH:18][CH:19]=3)[N:12]=[C:11]([C:21](O)=[O:22])[CH:10]=2)=[N:7][CH:8]=1)#[N:2].[CH2:24]([NH:26][CH3:27])[CH3:25].